This data is from Forward reaction prediction with 1.9M reactions from USPTO patents (1976-2016). The task is: Predict the product of the given reaction. (1) Given the reactants C([C:4]1[C:13]([N+:14]([O-:16])=[O:15])=[C:12]([O:17][CH3:18])[CH:11]=[CH:10][C:5]=1[C:6]([O:8][CH3:9])=[O:7])(O)=O.S(Cl)(Cl)=O.C[N:24](C)C=O, predict the reaction product. The product is: [NH2:24][C:4]1[C:13]([N+:14]([O-:16])=[O:15])=[C:12]([O:17][CH3:18])[CH:11]=[CH:10][C:5]=1[C:6]([O:8][CH3:9])=[O:7]. (2) Given the reactants C1(P(C2C=CC=CC=2)C2C3OC4C(=CC=CC=4P(C4C=CC=CC=4)C4C=CC=CC=4)C(C)(C)C=3C=CC=2)C=CC=CC=1.C1(OC)C=CC=CC=1.[NH2:51][C:52]1[C:57]([Br:58])=[CH:56][C:55]([CH3:59])=[CH:54][N:53]=1.I[C:61]1[CH:66]=[CH:65][C:64]([S:67][CH3:68])=[CH:63][CH:62]=1.C(=O)([O-])[O-].[Cs+].[Cs+], predict the reaction product. The product is: [Br:58][C:57]1[C:52]([NH:51][C:61]2[CH:66]=[CH:65][C:64]([S:67][CH3:68])=[CH:63][CH:62]=2)=[N:53][CH:54]=[C:55]([CH3:59])[CH:56]=1. (3) Given the reactants [NH:1]1[CH2:9][CH2:8][CH:4]([C:5]([NH2:7])=[O:6])[CH2:3][CH2:2]1.Br[CH2:11][CH2:12][CH2:13][CH2:14][CH2:15][CH2:16][CH2:17][CH2:18][CH2:19][CH2:20][CH2:21][CH2:22][CH2:23][CH2:24][CH3:25].C(=O)([O-])[O-].[K+].[K+], predict the reaction product. The product is: [CH2:25]([N:1]1[CH2:9][CH2:8][CH:4]([C:5]([NH2:7])=[O:6])[CH2:3][CH2:2]1)[CH2:24][CH2:23][CH2:22][CH2:21][CH2:20][CH2:19][CH2:18][CH2:17][CH2:16][CH2:15][CH2:14][CH2:13][CH2:12][CH3:11]. (4) Given the reactants [CH3:1][C:2]1[CH:3]=[C:4]2[N:9]([CH:10]=1)[N:8]=[CH:7][N:6]=[C:5]2[NH2:11].[Cl-].[CH2:13]=[N+:14]1[CH2:19][CH2:18][O:17][CH2:16][CH2:15]1.[Br:20]N1C(C)(C)C(=O)N(Br)C1=O, predict the reaction product. The product is: [Br:20][C:3]1[C:2]([CH3:1])=[C:10]([CH2:13][N:14]2[CH2:19][CH2:18][O:17][CH2:16][CH2:15]2)[N:9]2[C:4]=1[C:5]([NH2:11])=[N:6][CH:7]=[N:8]2. (5) Given the reactants [CH:1]1([CH2:4][NH:5][S:6]([C:9]2[CH:14]=[CH:13][C:12]([NH:15][C:16]3[CH:21]=[CH:20][C:19]([Cl:22])=[CH:18][C:17]=3[Cl:23])=[CH:11][C:10]=2[C:24]([F:27])([F:26])[F:25])(=[O:8])=[O:7])[CH2:3][CH2:2]1.CI.[CH2:30]([N+](CCCC)(CCCC)CCCC)CCC.[OH-].[Na+], predict the reaction product. The product is: [CH:1]1([CH2:4][N:5]([CH3:30])[S:6]([C:9]2[CH:14]=[CH:13][C:12]([NH:15][C:16]3[CH:21]=[CH:20][C:19]([Cl:22])=[CH:18][C:17]=3[Cl:23])=[CH:11][C:10]=2[C:24]([F:26])([F:27])[F:25])(=[O:7])=[O:8])[CH2:3][CH2:2]1. (6) Given the reactants [NH:1]1[CH2:6][CH2:5][CH2:4][CH2:3][CH2:2]1.CS(O[CH2:12][CH2:13][O:14][C:15]1[CH:20]=[CH:19][C:18]([C:21]#[C:22][C:23]2[CH:28]=[CH:27][C:26]([C:29]3[CH:34]=[CH:33][C:32]([Cl:35])=[CH:31][CH:30]=3)=[CH:25][N:24]=2)=[CH:17][CH:16]=1)(=O)=O, predict the reaction product. The product is: [Cl:35][C:32]1[CH:33]=[CH:34][C:29]([C:26]2[CH:27]=[CH:28][C:23]([C:22]#[C:21][C:18]3[CH:19]=[CH:20][C:15]([O:14][CH2:13][CH2:12][N:1]4[CH2:6][CH2:5][CH2:4][CH2:3][CH2:2]4)=[CH:16][CH:17]=3)=[N:24][CH:25]=2)=[CH:30][CH:31]=1.